Predict the reaction yield, written as a fraction of the theoretical maximum amount of product (1.0 means a 100% yield; for example, 0.34 means a 34% yield). From a dataset of Reaction yield outcomes from USPTO patents with 853,638 reactions. (1) The reactants are [CH2:1]([C:5]1[N:10]=[C:9]([CH3:11])[N:8]([C:12]2[CH:13]=[C:14]3[C:18](=[CH:19][CH:20]=2)[CH2:17][CH2:16][CH:15]3[O:21][Si](C(C)(C)C)(C)C)[C:7](=[O:29])[C:6]=1[CH2:30][C:31]1[CH:36]=[CH:35][C:34]([C:37]2[CH:42]=[CH:41][CH:40]=[CH:39][C:38]=2[C:43]2[NH:47][C:46](=[O:48])[O:45][N:44]=2)=[CH:33][CH:32]=1)[CH2:2][CH2:3][CH3:4].[F-].C([N+](CCCC)(CCCC)CCCC)CCC.C(OCC)(=O)C.O. The catalyst is O1CCCC1. The product is [CH2:1]([C:5]1[N:10]=[C:9]([CH3:11])[N:8]([C:12]2[CH:13]=[C:14]3[C:18](=[CH:19][CH:20]=2)[CH2:17][CH2:16][CH:15]3[OH:21])[C:7](=[O:29])[C:6]=1[CH2:30][C:31]1[CH:36]=[CH:35][C:34]([C:37]2[CH:42]=[CH:41][CH:40]=[CH:39][C:38]=2[C:43]2[NH:47][C:46](=[O:48])[O:45][N:44]=2)=[CH:33][CH:32]=1)[CH2:2][CH2:3][CH3:4]. The yield is 0.590. (2) The reactants are [NH2:1][C:2]1[CH:7]=[CH:6][CH:5]=[CH:4][C:3]=1[C:8]1[NH:9][C:10]2[C:15]([CH:16]=1)=[CH:14][CH:13]=[CH:12][CH:11]=2.[C:17]([NH:20][C@H:21]([C:30](O)=[O:31])[CH2:22][C:23]1[CH:28]=[CH:27][C:26]([OH:29])=[CH:25][CH:24]=1)(=[O:19])[CH3:18]. No catalyst specified. The product is [C:17]([NH:20][CH:21]([CH2:22][C:23]1[CH:24]=[CH:25][C:26]([OH:29])=[CH:27][CH:28]=1)[C:30]([NH:1][C:2]1[CH:7]=[CH:6][CH:5]=[CH:4][C:3]=1[C:8]1[NH:9][C:10]2[C:15]([CH:16]=1)=[CH:14][CH:13]=[CH:12][CH:11]=2)=[O:31])(=[O:19])[CH3:18]. The yield is 0.690. (3) The product is [CH3:8][C:3]1[C:2]([NH:17][C:18]2[CH:23]=[CH:22][CH:21]=[CH:20][CH:19]=2)=[CH:7][CH:6]=[CH:5][CH:4]=1. The reactants are Br[C:2]1[CH:7]=[CH:6][CH:5]=[CH:4][C:3]=1[CH3:8].ClC1C=CC=CC=1C.[NH2:17][C:18]1[CH:23]=[CH:22][CH:21]=[CH:20][CH:19]=1.CC([O-])(C)C.[Na+]. The yield is 0.910. The catalyst is C1(C)C=CC=CC=1. (4) The reactants are [NH2:1][C:2]1[C:3]([C:12]([OH:14])=O)=[CH:4][C:5]2[C:10]([CH:11]=1)=[CH:9][CH:8]=[CH:7][CH:6]=2.O=S(Cl)Cl.[Cl:19][C:20]1[CH:26]=[CH:25][CH:24]=[CH:23][C:21]=1[NH2:22].C(Cl)(Cl)Cl. The catalyst is C1C=CC=CC=1. The product is [Cl:19][C:20]1[CH:26]=[CH:25][CH:24]=[CH:23][C:21]=1[NH:22][C:12]([C:3]1[C:2]([NH2:1])=[CH:11][C:10]2[C:5](=[CH:6][CH:7]=[CH:8][CH:9]=2)[CH:4]=1)=[O:14]. The yield is 0.540.